Dataset: Forward reaction prediction with 1.9M reactions from USPTO patents (1976-2016). Task: Predict the product of the given reaction. (1) Given the reactants I[C:2]1[CH:3]=[N:4][CH:5]=[CH:6][CH:7]=1.[NH:8]1[C:16]2[C:11](=[CH:12][CH:13]=[CH:14][CH:15]=2)[CH:10]=[CH:9]1, predict the reaction product. The product is: [N:4]1[CH:5]=[CH:6][CH:7]=[C:2]([N:8]2[C:16]3[C:11](=[CH:12][CH:13]=[CH:14][CH:15]=3)[CH:10]=[CH:9]2)[CH:3]=1. (2) Given the reactants [OH:1][CH2:2][CH2:3][NH:4][C:5](=[O:11])[O:6][C:7]([CH3:10])([CH3:9])[CH3:8].[CH3:12][S:13](Cl)(=[O:15])=[O:14].O, predict the reaction product. The product is: [CH3:12][S:13]([O:1][CH2:2][CH2:3][NH:4][C:5](=[O:11])[O:6][C:7]([CH3:8])([CH3:10])[CH3:9])(=[O:15])=[O:14]. (3) Given the reactants [C:1]1([S:7][C:8]2[CH:15]=[CH:14][C:11]([CH:12]=O)=[CH:10][CH:9]=2)[CH:6]=[CH:5][CH:4]=[CH:3][CH:2]=1.[NH2:16][OH:17].Cl.C([O-])(=O)C.[Na+], predict the reaction product. The product is: [C:1]1([S:7][C:8]2[CH:15]=[CH:14][C:11]([CH:12]=[N:16][OH:17])=[CH:10][CH:9]=2)[CH:6]=[CH:5][CH:4]=[CH:3][CH:2]=1. (4) Given the reactants [Cl:1][C:2]1[N:3]=[C:4](Cl)[C:5]2[N:11]=[C:10]([Cl:12])[N:9]=[C:8](Cl)[C:6]=2[N:7]=1.[CH2:15]([NH2:18])[CH:16]=[CH2:17].C([O-])(O)=O.[Na+], predict the reaction product. The product is: [CH2:15]([NH:18][C:4]1[C:5]2[N:11]=[C:10]([Cl:12])[N:9]=[C:8]([NH:3][CH2:4][CH:5]=[CH2:6])[C:6]=2[N:7]=[C:2]([Cl:1])[N:3]=1)[CH:16]=[CH2:17]. (5) Given the reactants Br[C:2]1[CH:7]=[CH:6][C:5]([O:8][CH:9]2[CH2:14][CH2:13][CH2:12][CH2:11][CH2:10]2)=[CH:4][CH:3]=1.[CH:15]1([C:21]([CH3:23])=[O:22])[CH2:20][CH2:19][CH2:18][CH2:17][CH2:16]1.C1C=CC(P(C2C=CC3C(=CC=CC=3)C=2C2C3C(=CC=CC=3)C=CC=2P(C2C=CC=CC=2)C2C=CC=CC=2)C2C=CC=CC=2)=CC=1.CC(C)([O-])C.[K+], predict the reaction product. The product is: [CH:15]1([C:21](=[O:22])[CH2:23][C:2]2[CH:7]=[CH:6][C:5]([O:8][CH:9]3[CH2:14][CH2:13][CH2:12][CH2:11][CH2:10]3)=[CH:4][CH:3]=2)[CH2:20][CH2:19][CH2:18][CH2:17][CH2:16]1. (6) Given the reactants [Br:1][C:2]1[CH:27]=[CH:26][C:5]([CH2:6][C:7]2([NH:14][C:15]([NH:17][C:18]3[CH:23]=[C:22]([Cl:24])[CH:21]=[C:20]([Cl:25])[CH:19]=3)=[O:16])[CH2:12][CH2:11][CH2:10][CH2:9][C:8]2=O)=[CH:4][CH:3]=1.C([O-])([O-])=O.[K+].[K+], predict the reaction product. The product is: [Br:1][C:2]1[CH:27]=[CH:26][C:5]([CH2:6][C:7]23[CH2:12][CH2:11][CH2:10][CH:9]=[C:8]2[N:17]([C:18]2[CH:23]=[C:22]([Cl:24])[CH:21]=[C:20]([Cl:25])[CH:19]=2)[C:15](=[O:16])[NH:14]3)=[CH:4][CH:3]=1. (7) Given the reactants ClC(Cl)(Cl)[C:3]([C:5]1[N:14]2[C:8]([CH2:9][N:10]([C:19]([C:21]3[CH:26]=[CH:25][C:24]([C:27]4[CH:32]=[CH:31][CH:30]=[CH:29][C:28]=4[C:33]([F:36])([F:35])[F:34])=[C:23]([CH3:37])[CH:22]=3)=[O:20])[C:11]3[CH:18]=[CH:17][CH:16]=[CH:15][C:12]=3[CH2:13]2)=[CH:7][CH:6]=1)=[O:4].[OH-].[Na+].Cl.C([O:45]CC)C.CCCCCC, predict the reaction product. The product is: [CH3:37][C:23]1[CH:22]=[C:21]([C:19]([N:10]2[C:11]3[CH:18]=[CH:17][CH:16]=[CH:15][C:12]=3[CH2:13][N:14]3[C:5]([C:3]([OH:45])=[O:4])=[CH:6][CH:7]=[C:8]3[CH2:9]2)=[O:20])[CH:26]=[CH:25][C:24]=1[C:27]1[CH:32]=[CH:31][CH:30]=[CH:29][C:28]=1[C:33]([F:34])([F:36])[F:35].